From a dataset of Catalyst prediction with 721,799 reactions and 888 catalyst types from USPTO. Predict which catalyst facilitates the given reaction. (1) Reactant: [Br:1][C:2]1[N:3]=[C:4]2[C:9](Cl)=[C:8]([C:11]([NH2:13])=[O:12])[CH:7]=[N:6][N:5]2[CH:14]=1.[NH2:15][C@@H:16]1[CH2:21][CH2:20][N:19]([C:22]([O:24][C:25]([CH3:28])([CH3:27])[CH3:26])=[O:23])[CH2:18][C:17]1([CH3:30])[CH3:29].CCN(C(C)C)C(C)C. The catalyst class is: 3. Product: [Br:1][C:2]1[N:3]=[C:4]2[C:9]([NH:15][C@@H:16]3[CH2:21][CH2:20][N:19]([C:22]([O:24][C:25]([CH3:28])([CH3:27])[CH3:26])=[O:23])[CH2:18][C:17]3([CH3:30])[CH3:29])=[C:8]([C:11](=[O:12])[NH2:13])[CH:7]=[N:6][N:5]2[CH:14]=1. (2) Reactant: [CH2:1]([OH:5])[C:2]#[C:3][CH3:4].[H-].[Na+].F[C:9]1[CH:14]=[CH:13][C:12]([S:15]([CH3:18])(=[O:17])=[O:16])=[CH:11][C:10]=1[C:19]1[CH:20]=[C:21]([CH3:27])[C:22](=[O:26])[N:23]([CH3:25])[CH:24]=1. Product: [CH2:1]([O:5][C:9]1[CH:14]=[CH:13][C:12]([S:15]([CH3:18])(=[O:17])=[O:16])=[CH:11][C:10]=1[C:19]1[CH:20]=[C:21]([CH3:27])[C:22](=[O:26])[N:23]([CH3:25])[CH:24]=1)[C:2]#[C:3][CH3:4]. The catalyst class is: 3. (3) Reactant: Br[CH:2]([C:7]1[C:11]([C:12]2[CH:13]=[CH:14][C:15]3[O:20][CH2:19][CH2:18][CH2:17][C:16]=3[CH:21]=2)=[C:10]([CH3:22])[S:9][C:8]=1[CH3:23])[C:3]([O:5][CH3:6])=[O:4].C(=O)([O-])[O-].[Cs+].[Cs+].[CH3:30][C:31]([SH:34])([CH3:33])[CH3:32]. Product: [C:31]([S:34][CH:2]([C:7]1[C:11]([C:12]2[CH:13]=[CH:14][C:15]3[O:20][CH2:19][CH2:18][CH2:17][C:16]=3[CH:21]=2)=[C:10]([CH3:22])[S:9][C:8]=1[CH3:23])[C:3]([O:5][CH3:6])=[O:4])([CH3:33])([CH3:32])[CH3:30]. The catalyst class is: 9. (4) Reactant: O=P(Cl)(Cl)Cl.[CH2:6]([O:13][C:14]1[CH:15]=[C:16]([CH2:20][NH:21][CH2:22][CH2:23][O:24][C:25](=[O:30])[C:26]([CH3:29])([CH3:28])[CH3:27])[CH:17]=[CH:18][CH:19]=1)[C:7]1[CH:12]=[CH:11][CH:10]=[CH:9][CH:8]=1.[C:31]([O-])(=[O:33])C.[Na+]. Product: [CH2:6]([O:13][C:14]1[CH:15]=[C:16]([CH2:20][NH:21][CH2:22][CH2:23][O:24][C:25](=[O:30])[C:26]([CH3:27])([CH3:29])[CH3:28])[CH:17]=[CH:18][C:19]=1[CH:31]=[O:33])[C:7]1[CH:8]=[CH:9][CH:10]=[CH:11][CH:12]=1. The catalyst class is: 3. (5) Reactant: [Cl:1][C:2]1[CH:3]=[C:4]([CH:9]=[CH:10][C:11]=1[B:12]1[O:16]C(C)(C)C(C)(C)[O:13]1)[C:5]([O:7][CH3:8])=[O:6].C([O-])(=O)C.[NH4+].I([O-])(=O)(=O)=O.[Na+]. Product: [Cl:1][C:2]1[CH:3]=[C:4]([C:5]([O:7][CH3:8])=[O:6])[CH:9]=[CH:10][C:11]=1[B:12]([OH:13])[OH:16]. The catalyst class is: 95. (6) Reactant: [C:1](/[CH:3]=[CH:4]/[S:5]([C:8]1[CH:13]=[CH:12][C:11]([C:14]([CH3:19])([CH3:18])[C:15]([OH:17])=O)=[CH:10][CH:9]=1)(=[O:7])=[O:6])#[N:2].[F:20][C:21]1[CH:29]=[CH:28][C:24]([CH2:25][NH:26][CH3:27])=[CH:23][CH:22]=1.Cl.CN(C)CCCN=C=NCC.ON1C2C=CC=CC=2N=N1. Product: [C:1](/[CH:3]=[CH:4]/[S:5]([C:8]1[CH:9]=[CH:10][C:11]([C:14]([CH3:19])([CH3:18])[C:15]([N:26]([CH2:25][C:24]2[CH:28]=[CH:29][C:21]([F:20])=[CH:22][CH:23]=2)[CH3:27])=[O:17])=[CH:12][CH:13]=1)(=[O:6])=[O:7])#[N:2]. The catalyst class is: 10. (7) Reactant: [Br:1][C:2]1[CH:3]=[CH:4][C:5](F)=[N:6][CH:7]=1.O.[NH2:10][NH2:11]. Product: [Br:1][C:2]1[CH:3]=[CH:4][C:5]([NH:10][NH2:11])=[N:6][CH:7]=1. The catalyst class is: 14. (8) Reactant: [CH2:1]([O:3][C:4](=[O:24])[C:5]([O:21][CH2:22][CH3:23])=[CH:6][C:7]1[CH:12]=[CH:11][C:10]([O:13][CH2:14][C:15]2[CH:20]=[CH:19][CH:18]=[CH:17][CH:16]=2)=[CH:9][CH:8]=1)[CH3:2]. Product: [CH2:1]([O:3][C:4](=[O:24])[CH:5]([O:21][CH2:22][CH3:23])[CH2:6][C:7]1[CH:12]=[CH:11][C:10]([O:13][CH2:14][C:15]2[CH:16]=[CH:17][CH:18]=[CH:19][CH:20]=2)=[CH:9][CH:8]=1)[CH3:2]. The catalyst class is: 847. (9) Reactant: [CH2:1]([S:3][C:4]1[N:23]=[CH:22][CH:21]=[CH:20][C:5]=1[C:6]([NH:8][C:9]1[C:10]([OH:19])=N[CH:12]=[C:13]([C:15]([F:18])([F:17])[F:16])[CH:14]=1)=O)[CH3:2].[CH3:24]OCCOC(/N=N/C(OCCOC)=O)=O.C1(P(C2C=CC=CC=2)C2C=CC=CC=2)C=CC=CC=1.[Cl-].[NH4+]. Product: [CH2:1]([S:3][C:4]1[C:5]([C:6]2[O:19][C:10]3[CH:24]=[CH:12][C:13]([C:15]([F:18])([F:17])[F:16])=[CH:14][C:9]=3[N:8]=2)=[CH:20][CH:21]=[CH:22][N:23]=1)[CH3:2]. The catalyst class is: 1.